From a dataset of Peptide-MHC class II binding affinity with 134,281 pairs from IEDB. Regression. Given a peptide amino acid sequence and an MHC pseudo amino acid sequence, predict their binding affinity value. This is MHC class II binding data. (1) The peptide sequence is KMIGGIGGFIKVRQYDQIAI. The MHC is DRB1_1201 with pseudo-sequence DRB1_1201. The binding affinity (normalized) is 0.159. (2) The peptide sequence is AFAATHNPWASQRF. The MHC is DRB1_0701 with pseudo-sequence DRB1_0701. The binding affinity (normalized) is 0.382. (3) The peptide sequence is QYLIIQNRTWENHCK. The MHC is DRB1_0101 with pseudo-sequence DRB1_0101. The binding affinity (normalized) is 0.648. (4) The peptide sequence is DKGIPFMKMNISVIMHHHHHH. The MHC is DRB1_0701 with pseudo-sequence DRB1_0701. The binding affinity (normalized) is 0.573. (5) The peptide sequence is DSNYKLAVDGLLSKV. The MHC is DRB1_0901 with pseudo-sequence DRB1_0901. The binding affinity (normalized) is 0.798. (6) The peptide sequence is CLEPIEGKVVQYENL. The MHC is DRB3_0101 with pseudo-sequence DRB3_0101. The binding affinity (normalized) is 0. (7) The peptide sequence is AAILDGDNLFPKV. The MHC is DRB3_0101 with pseudo-sequence DRB3_0101. The binding affinity (normalized) is 0.579. (8) The peptide sequence is RIMDFIIYRFLLI. The MHC is DRB1_1501 with pseudo-sequence DRB1_1501. The binding affinity (normalized) is 0.420. (9) The peptide sequence is EDGIYGIFQSTFLGA. The MHC is DRB3_0202 with pseudo-sequence DRB3_0202. The binding affinity (normalized) is 0. (10) The peptide sequence is ILPIAEMSVVAMEFG. The MHC is HLA-DPA10201-DPB10101 with pseudo-sequence HLA-DPA10201-DPB10101. The binding affinity (normalized) is 0.234.